This data is from Antibody paratope prediction from SAbDab with 1,023 antibody chains. The task is: Token-level Classification. Given an antibody amino acid sequence, predict which amino acid positions are active in antigen binding. Output is a list of indices for active paratope positions. Given the antibody sequence: EVQLVESGGGLVQPGGSLRLSCAASGFTISSSSIHWVRQAPGKGLEWVAWVLPSVGFTDYADSVKGRFTISADTSKNTAYLQMNSLRAEDTAVYYCARRVCYNRLGVCAGGMDYWGQGTLVTVSS, which amino acid positions are active in antigen binding (paratope)? The paratope positions are: [52, 83, 84, 85, 104, 105, 106, 107, 108, 109, 110, 111].